This data is from Peptide-MHC class I binding affinity with 185,985 pairs from IEDB/IMGT. The task is: Regression. Given a peptide amino acid sequence and an MHC pseudo amino acid sequence, predict their binding affinity value. This is MHC class I binding data. (1) The peptide sequence is ADKRITEMI. The MHC is Mamu-A11 with pseudo-sequence Mamu-A11. The binding affinity (normalized) is 0.754. (2) The peptide sequence is SLFNTAATI. The MHC is HLA-A68:02 with pseudo-sequence HLA-A68:02. The binding affinity (normalized) is 0.0206. (3) The peptide sequence is LPPEKCDTLL. The MHC is HLA-B08:01 with pseudo-sequence HLA-B08:01. The binding affinity (normalized) is 0.394. (4) The peptide sequence is ILTILTIIGL. The MHC is HLA-A02:17 with pseudo-sequence HLA-A02:17. The binding affinity (normalized) is 0.434. (5) The peptide sequence is KLAEIFQPF. The MHC is HLA-B07:02 with pseudo-sequence HLA-B07:02. The binding affinity (normalized) is 0.299. (6) The binding affinity (normalized) is 0. The peptide sequence is NAWGCAFRQVC. The MHC is Mamu-B03 with pseudo-sequence Mamu-B03. (7) The peptide sequence is WSADGSSMY. The MHC is HLA-A02:06 with pseudo-sequence HLA-A02:06. The binding affinity (normalized) is 0.0847.